Dataset: Full USPTO retrosynthesis dataset with 1.9M reactions from patents (1976-2016). Task: Predict the reactants needed to synthesize the given product. The reactants are: C([O:5][C:6](=[O:36])[CH2:7][N:8]1[C:16]2[C:11](=[CH:12][CH:13]=[CH:14][CH:15]=2)[C:10]([CH:17]2[C:25]3[C:20](=[CH:21][CH:22]=[CH:23][CH:24]=3)[C:19](=[O:26])[N:18]2[CH2:27][C:28]2[C:29]([CH3:34])=[N:30][O:31][C:32]=2[CH3:33])=[C:9]1[CH3:35])(C)(C)C.[OH-].[Na+].Cl. Given the product [CH3:34][C:29]1[C:28]([CH2:27][N:18]2[C:19](=[O:26])[C:20]3[C:25](=[CH:24][CH:23]=[CH:22][CH:21]=3)[CH:17]2[C:10]2[C:11]3[C:16](=[CH:15][CH:14]=[CH:13][CH:12]=3)[N:8]([CH2:7][C:6]([OH:36])=[O:5])[C:9]=2[CH3:35])=[C:32]([CH3:33])[O:31][N:30]=1, predict the reactants needed to synthesize it.